This data is from Full USPTO retrosynthesis dataset with 1.9M reactions from patents (1976-2016). The task is: Predict the reactants needed to synthesize the given product. (1) Given the product [C:10]([CH2:11][N:1]1[CH2:9][CH2:8][N:7]([CH2:11][C:10]([OH:14])=[O:13])[CH2:6][CH2:5][N:4]([CH2:11][C:10]([OH:14])=[O:13])[CH2:3][CH2:2]1)([OH:14])=[O:13], predict the reactants needed to synthesize it. The reactants are: [NH:1]1[CH2:9][CH2:8][NH:7][CH2:6][CH2:5][NH:4][CH2:3][CH2:2]1.[C:10]([OH:14])(=[O:13])[CH:11]=O. (2) Given the product [CH2:14]([N:21]1[C@@H:2]([CH3:4])[CH2:1][C:5](=[O:7])[CH2:23][C@@H:11]1[CH3:12])[C:15]1[CH:20]=[CH:19][CH:18]=[CH:17][CH:16]=1, predict the reactants needed to synthesize it. The reactants are: [CH3:1][C:2]([CH3:4])=O.[CH:5]([OH:7])=O.C(O)=O.[CH:11](=O)[CH3:12].[CH2:14]([NH2:21])[C:15]1[CH:20]=[CH:19][CH:18]=[CH:17][CH:16]=1.Cl.[C:23](=O)(O)[O-].[Na+]. (3) Given the product [CH2:34]([NH:35][C:36]([N:20]1[CH2:19][CH2:18][C:17]([CH2:16][NH:15][C:13]([NH2:14])=[N:12][C:10]([C:3]2[C:2]([NH2:1])=[N:7][C:6]([NH2:8])=[C:5]([Cl:9])[N:4]=2)=[O:11])([CH2:23][CH2:24][C:25]2[CH:30]=[CH:29][CH:28]=[CH:27][CH:26]=2)[CH2:22][CH2:21]1)=[O:45])[CH2:33][CH3:32], predict the reactants needed to synthesize it. The reactants are: [NH2:1][C:2]1[C:3]([C:10]([NH:12][C:13]([NH:15][CH2:16][C:17]2([CH2:23][CH2:24][C:25]3[CH:30]=[CH:29][CH:28]=[CH:27][CH:26]=3)[CH2:22][CH2:21][NH:20][CH2:19][CH2:18]2)=[NH:14])=[O:11])=[N:4][C:5]([Cl:9])=[C:6]([NH2:8])[N:7]=1.C1CCN2[C:34](=[N:35][CH2:36]CC2)[CH2:33][CH2:32]1.C1C[O:45]CC1. (4) Given the product [CH2:26]([N:4]1[CH2:5][CH2:6][N:1]([C:7]2[C:8]([C:15]([F:16])([F:18])[F:17])=[C:9]([CH:12]=[CH:13][CH:14]=2)[C:10]#[N:11])[CH2:2][CH2:3]1)[CH2:27][CH3:28], predict the reactants needed to synthesize it. The reactants are: [N:1]1([C:7]2[C:8]([C:15]([F:18])([F:17])[F:16])=[C:9]([CH:12]=[CH:13][CH:14]=2)[C:10]#[N:11])[CH2:6][CH2:5][NH:4][CH2:3][CH2:2]1.C(=O)([O-])[O-].[K+].[K+].I[CH2:26][CH2:27][CH3:28].Cl. (5) The reactants are: ClC(Cl)(O[C:5](=[O:11])OC(Cl)(Cl)Cl)Cl.[N:13]1([C:19]2[C:20]3[N:34]=[N:33][N:32]([CH2:35][C:36]([F:39])([F:38])[F:37])[C:21]=3[N:22]=[C:23]([C:25]3[CH:31]=[CH:30][C:28]([NH2:29])=[CH:27][CH:26]=3)[N:24]=2)[CH2:18][CH2:17][O:16][CH2:15][CH2:14]1.[NH2:40][C:41]1[CH:46]=[CH:45][N:44]=[CH:43][CH:42]=1.CCN(CC)CC. Given the product [N:13]1([C:19]2[C:20]3[N:34]=[N:33][N:32]([CH2:35][C:36]([F:38])([F:39])[F:37])[C:21]=3[N:22]=[C:23]([C:25]3[CH:31]=[CH:30][C:28]([NH:29][C:5]([NH:40][C:41]4[CH:46]=[CH:45][N:44]=[CH:43][CH:42]=4)=[O:11])=[CH:27][CH:26]=3)[N:24]=2)[CH2:14][CH2:15][O:16][CH2:17][CH2:18]1, predict the reactants needed to synthesize it.